Task: Predict the reaction yield, written as a fraction of the theoretical maximum amount of product (1.0 means a 100% yield; for example, 0.34 means a 34% yield).. Dataset: Reaction yield outcomes from USPTO patents with 853,638 reactions (1) The reactants are [S:1]1[CH:5]=[CH:4][CH:3]=[C:2]1[C:6]1[S:7][CH:8]=[CH:9][CH:10]=1.C([Li])CCC.[Cl:16][CH2:17][CH2:18][CH2:19][CH2:20][CH2:21][CH2:22]I. The catalyst is C1COCC1. The product is [Cl:16][CH2:17][CH2:18][CH2:19][CH2:20][CH2:21][CH2:22][C:5]1[S:1][C:2]([C:6]2[S:7][CH:8]=[CH:9][CH:10]=2)=[CH:3][CH:4]=1. The yield is 0.540. (2) The reactants are [CH3:1][O:2][C:3](=[O:61])[NH:4][CH:5]([C:9]([N:11]1[CH2:15][CH2:14][CH2:13][CH:12]1[C:16]1[NH:17][C:18]([C:21]2[CH:30]=[CH:29][C:28]3[C:23](=CC=[C:26]([C:31]4[CH:36]=[CH:35][C:34]([C:37]5[NH:38][C:39]([C@@H:42]6[CH2:46][CH2:45][CH2:44][N:43]6[C:47](=[O:60])[CH:48]([NH:55][C:56]([O:58][CH3:59])=[O:57])[C:49]6[CH:54]=[CH:53][CH:52]=[CH:51][CH:50]=6)=[N:40][CH:41]=5)=[CH:33][CH:32]=4)[CH:27]=3)[CH:22]=2)=[CH:19][N:20]=1)=[O:10])[CH:6]([CH3:8])[CH3:7].COC(=O)N[CH:66](C(N1CCCC1C1NC(C2C=CC(Br)=CC=2)=CN=1)=O)[CH:67](C)C.C(OC(N1CCCC1C1NC(C2C=CC3C(=CC=C(B4OC(C)(C)C(C)(C)O4)C=3)C=2)=CN=1)=O)(C)(C)C. No catalyst specified. The product is [CH3:1][O:2][C:3](=[O:61])[NH:4][CH:5]([C:9]([N:11]1[CH2:15][CH2:14][CH2:13][CH:12]1[C:16]1[NH:17][C:18]([C:21]2[CH:22]=[CH:23][C:28]([C:27]3[CH:67]=[CH:66][C:32]4[C:31](=[CH:36][CH:35]=[C:34]([C:37]5[NH:38][C:39]([CH:42]6[CH2:46][CH2:45][CH2:44][N:43]6[C:47](=[O:60])[CH:48]([NH:55][C:56]([O:58][CH3:59])=[O:57])[C:49]6[CH:50]=[CH:51][CH:52]=[CH:53][CH:54]=6)=[N:40][CH:41]=5)[CH:33]=4)[CH:26]=3)=[CH:29][CH:30]=2)=[CH:19][N:20]=1)=[O:10])[CH:6]([CH3:8])[CH3:7]. The yield is 0.540.